From a dataset of Reaction yield outcomes from USPTO patents with 853,638 reactions. Predict the reaction yield, written as a fraction of the theoretical maximum amount of product (1.0 means a 100% yield; for example, 0.34 means a 34% yield). (1) The reactants are [C:1]([O:5][NH:6][C:7](=[O:19])[CH2:8][CH2:9][CH2:10][CH2:11][CH2:12][CH2:13][NH:14][C:15](=[O:18])[C:16]#[CH:17])([CH3:4])([CH3:3])[CH3:2].[F-].[K+].[N:22]([CH2:25][C:26]([O:28][CH2:29][C:30]1[CH:35]=[CH:34][CH:33]=[CH:32][CH:31]=1)=[O:27])=[N+:23]=[N-:24].[Na].O=C1O[C@H]([C@H](CO)O)C(O)=C1O. The catalyst is CN(C=O)C.CCO.O.[O-]S([O-])(=O)=O.[Cu+2]. The product is [C:1]([O:5][NH:6][C:7](=[O:19])[CH2:8][CH2:9][CH2:10][CH2:11][CH2:12][CH2:13][NH:14][C:15]([C:16]1[N:24]=[N:23][N:22]([CH2:25][C:26]([O:28][CH2:29][C:30]2[CH:35]=[CH:34][CH:33]=[CH:32][CH:31]=2)=[O:27])[CH:17]=1)=[O:18])([CH3:4])([CH3:2])[CH3:3]. The yield is 0.440. (2) The product is [C:8]([C:5]1[CH:4]=[CH:3][C:2]([CH3:1])=[CH:7][N:6]=1)#[CH:9]. The catalyst is C1COCC1. The yield is 0.690. The reactants are [CH3:1][C:2]1[CH:3]=[CH:4][C:5]([C:8]#[C:9][Si](C)(C)C)=[N:6][CH:7]=1.[F-].C([N+](CCCC)(CCCC)CCCC)CCC.